This data is from TCR-epitope binding with 47,182 pairs between 192 epitopes and 23,139 TCRs. The task is: Binary Classification. Given a T-cell receptor sequence (or CDR3 region) and an epitope sequence, predict whether binding occurs between them. The epitope is LLWNGPMAV. The TCR CDR3 sequence is CATPGNYEQYF. Result: 1 (the TCR binds to the epitope).